Task: Predict the reaction yield, written as a fraction of the theoretical maximum amount of product (1.0 means a 100% yield; for example, 0.34 means a 34% yield).. Dataset: Reaction yield outcomes from USPTO patents with 853,638 reactions (1) The yield is 0.780. The reactants are [Cl:1][C:2]1[C:11]2[C:6](=[CH:7][C:8]([O:14][CH2:15][CH2:16][Cl:17])=[C:9]([O:12][CH3:13])[CH:10]=2)[N:5]=[CH:4][N:3]=1.[Cl:1][C:2]1[C:11]2[C:6](=[CH:7][C:8]([O:14][CH2:15][CH2:16][Cl:17])=[C:9]([O:12][CH3:13])[CH:10]=2)[N:5]=[CH:4][N:3]=1.P(Cl)(Cl)(Cl)=O. The product is [Cl:1][C:2]1[C:11]2[C:6](=[CH:7][C:8]([O:14][CH2:15][CH2:16][Cl:17])=[C:9]([O:12][CH3:13])[CH:10]=2)[N:5]=[CH:4][N:3]=1. The catalyst is C1(C)C=CC=CC=1. (2) The product is [NH2:12][C:13]1[N:14]=[CH:15][C:16]([C:17]([N:28]2[CH2:33][CH2:32][O:31][CH2:30][CH2:29]2)=[O:19])=[CH:20][CH:21]=1. The catalyst is C(Cl)Cl. The yield is 0.725. The reactants are C(Cl)(C(Cl)=O)=O.CN(C=O)C.[NH2:12][C:13]1[CH:21]=[CH:20][C:16]([C:17]([OH:19])=O)=[CH:15][N:14]=1.N1C=CC=CC=1.[NH:28]1[CH2:33][CH2:32][O:31][CH2:30][CH2:29]1.NCCN. (3) The reactants are [C-:1]#[N:2].[Na+].Br[CH2:5]/[CH:6]=[C:7](/[C:18]1[N:23]=[C:22]([O:24][CH3:25])[C:21]([Cl:26])=[CH:20][CH:19]=1)\[C:8]1[CH:13]=[CH:12][C:11]([C:14]([CH3:17])([CH3:16])[CH3:15])=[CH:10][CH:9]=1.O. The catalyst is C(O)C. The product is [C:14]([C:11]1[CH:12]=[CH:13][C:8](/[C:7](/[C:18]2[CH:19]=[CH:20][C:21]([Cl:26])=[C:22]([O:24][CH3:25])[N:23]=2)=[CH:6]\[CH2:5][C:1]#[N:2])=[CH:9][CH:10]=1)([CH3:17])([CH3:16])[CH3:15]. The yield is 0.530. (4) The reactants are [OH:1][C@@H:2]1[C@@H:10]([CH2:11][CH2:12][CH:13]([CH3:15])[CH3:14])[C@H:9]([CH3:16])[O:8][C:7](=[O:17])[C@@H:6]([NH:18][C:19](=[O:25])[O:20][C:21]([CH3:24])([CH3:23])[CH3:22])[CH2:5][O:4][CH2:3]1.[CH:26]1([C:29](Cl)=[O:30])[CH2:28][CH2:27]1.[NH4+].[Cl-]. The catalyst is CN(C1C=CN=CC=1)C.N1C=CC=CC=1.CCOCC. The product is [CH:26]1([C:29]([O:1][C@@H:2]2[C@@H:10]([CH2:11][CH2:12][CH:13]([CH3:14])[CH3:15])[C@H:9]([CH3:16])[O:8][C:7](=[O:17])[C@@H:6]([NH:18][C:19]([O:20][C:21]([CH3:22])([CH3:24])[CH3:23])=[O:25])[CH2:5][O:4][CH2:3]2)=[O:30])[CH2:28][CH2:27]1. The yield is 0.830. (5) The reactants are [F:1][C:2]1[CH:11]=[C:10]2[C:5]([CH:6]=[C:7]([C@@H:19]([NH2:21])[CH3:20])[C:8]([C:12]3[CH:17]=[CH:16][CH:15]=[C:14]([F:18])[CH:13]=3)=[N:9]2)=[CH:4][CH:3]=1.[NH2:22][C:23]1[C:28]([C:29]#[N:30])=[C:27](Cl)[N:26]=[CH:25][N:24]=1.CCN(C(C)C)C(C)C. The catalyst is CN(C=O)C. The product is [NH2:22][C:23]1[C:28]([C:29]#[N:30])=[C:27]([NH:21][C@H:19]([C:7]2[C:8]([C:12]3[CH:17]=[CH:16][CH:15]=[C:14]([F:18])[CH:13]=3)=[N:9][C:10]3[C:5]([CH:6]=2)=[CH:4][CH:3]=[C:2]([F:1])[CH:11]=3)[CH3:20])[N:26]=[CH:25][N:24]=1. The yield is 0.160. (6) The reactants are [Br:1][C:2]1[CH:3]=[C:4]([OH:8])[CH:5]=[CH:6][CH:7]=1.C(=O)([O-])[O-].[K+].[K+].[CH2:15](Br)[C:16]1[CH:21]=[CH:20][CH:19]=[CH:18][CH:17]=1. The catalyst is CN(C=O)C. The product is [CH2:15]([O:8][C:4]1[CH:3]=[C:2]([Br:1])[CH:7]=[CH:6][CH:5]=1)[C:16]1[CH:21]=[CH:20][CH:19]=[CH:18][CH:17]=1. The yield is 0.960. (7) The reactants are C(O[C:4](=[O:22])[CH2:5][C:6]1[NH:10][C:9]2[CH:11]=[C:12]([N:15]3[CH2:20][CH2:19][N:18]([CH3:21])[CH2:17][CH2:16]3)[CH:13]=[CH:14][C:8]=2[N:7]=1)C.[NH2:23][C:24]1[CH:31]=[CH:30][CH:29]=[C:28]([F:32])[C:25]=1[C:26]#[N:27].C[Si]([N-][Si](C)(C)C)(C)C.[K+].[K]. The catalyst is C1COCC1. The product is [NH2:27][C:26]1[C:25]2[C:24](=[CH:31][CH:30]=[CH:29][C:28]=2[F:32])[NH:23][C:4](=[O:22])[C:5]=1[C:6]1[NH:10][C:9]2[CH:11]=[C:12]([N:15]3[CH2:16][CH2:17][N:18]([CH3:21])[CH2:19][CH2:20]3)[CH:13]=[CH:14][C:8]=2[N:7]=1. The yield is 0.479. (8) The reactants are [NH:1]([C:3]1[N:4]=[N:5][C:6]([I:9])=[CH:7][CH:8]=1)[NH2:2].[CH3:10][N:11]([C:13](Cl)=[N+](C)C)[CH3:12].F[P-](F)(F)(F)(F)F. The catalyst is CN(C=O)C. The product is [I:9][C:6]1[CH:7]=[CH:8][C:3]2[N:4]([C:10]([N:11]([CH3:13])[CH3:12])=[N:2][N:1]=2)[N:5]=1. The yield is 0.900. (9) The reactants are [CH3:1][C:2]1[CH:11]=[CH:10][C:5]([C:6](OC)=[O:7])=[CH:4][N:3]=1.[NH3:12]. No catalyst specified. The product is [CH3:1][C:2]1[CH:11]=[CH:10][C:5]([C:6]([NH2:12])=[O:7])=[CH:4][N:3]=1. The yield is 0.720. (10) The reactants are [C:1]([NH2:5])([CH3:4])([CH3:3])[CH3:2].Br[CH2:7][C:8]([O:10][CH3:11])=[O:9]. The catalyst is C(#N)C. The product is [CH3:11][O:10][C:8](=[O:9])[CH2:7][NH:5][C:1]([CH3:4])([CH3:3])[CH3:2]. The yield is 0.420.